Dataset: Tox21: 12 toxicity assays (nuclear receptors and stress response pathways). Task: Binary classification across 12 toxicity assays. (1) The molecule is O=c1[nH]c(=O)n([C@H]2C[C@H](O)[C@@H](CO)O2)cc1C(F)(F)F. It tested positive (active) for: SR-p53 (p53 tumor suppressor activation). (2) The molecule is CCCCC(CC)COC(=O)c1c(Br)c(Br)c(Br)c(Br)c1C(=O)OCC(CC)CCCC. It tested positive (active) for: NR-AR (Androgen Receptor agonist activity). (3) The drug is Cc1ccc(C)c(N)c1. It tested positive (active) for: NR-ER (Estrogen Receptor agonist activity). (4) The drug is CCC(C)c1cc([N+](=O)[O-])cc([N+](=O)[O-])c1OC(=O)OC(C)C. It tested positive (active) for: NR-ER-LBD (Estrogen Receptor Ligand Binding Domain agonist), SR-ARE (Antioxidant Response Element (oxidative stress)), SR-HSE (Heat Shock Element response), SR-MMP (Mitochondrial Membrane Potential disruption), and SR-p53 (p53 tumor suppressor activation). (5) The drug is CCCCCCCCCCCCCCCCCC(=O)OCCCCCCCCCCCCCC(C)C. It tested positive (active) for: NR-ER (Estrogen Receptor agonist activity). (6) The drug is Oc1c(Cl)c(Cl)c(Cl)c(Cl)c1Cl. It tested positive (active) for: NR-AhR (Aryl hydrocarbon Receptor agonist activity), SR-ARE (Antioxidant Response Element (oxidative stress)), SR-MMP (Mitochondrial Membrane Potential disruption), and SR-p53 (p53 tumor suppressor activation). (7) The molecule is O=C1c2ccccc2C(=O)N1CCc1noc(-c2ccc(CN3CCCCCC3)s2)n1. It tested positive (active) for: NR-AhR (Aryl hydrocarbon Receptor agonist activity), and SR-ARE (Antioxidant Response Element (oxidative stress)). (8) The molecule is C/C(=N\O)c1ccc(OCC(=O)N2CCCCC2)cc1. It tested positive (active) for: NR-AhR (Aryl hydrocarbon Receptor agonist activity), NR-ER (Estrogen Receptor agonist activity), and SR-ATAD5 (ATAD5 genotoxicity (DNA damage)). (9) The compound is CCCCCCCC(=O)CC[C@H]1[C@H](O)C[C@H](O)[C@@H]1C/C=C\CCCC(=O)OC(C)C. It tested positive (active) for: SR-p53 (p53 tumor suppressor activation).